Task: Regression. Given a peptide amino acid sequence and an MHC pseudo amino acid sequence, predict their binding affinity value. This is MHC class I binding data.. Dataset: Peptide-MHC class I binding affinity with 185,985 pairs from IEDB/IMGT (1) The peptide sequence is LLEKCDLQNY. The MHC is HLA-A24:02 with pseudo-sequence HLA-A24:02. The binding affinity (normalized) is 0. (2) The peptide sequence is ILTRLALFF. The MHC is HLA-A02:03 with pseudo-sequence HLA-A02:03. The binding affinity (normalized) is 0.0847.